Dataset: Forward reaction prediction with 1.9M reactions from USPTO patents (1976-2016). Task: Predict the product of the given reaction. (1) Given the reactants [F:1][C:2]1[CH:45]=[CH:44][C:43]([F:46])=[CH:42][C:3]=1[CH2:4][N:5]1[CH:9]=[C:8]([C:10]2[C:18]3[C:13](=[N:14][CH:15]=[C:16]([C:19]4[CH:20]=[CH:21][C:22]([O:30][CH3:31])=[C:23]([NH:25][S:26]([CH3:29])(=[O:28])=[O:27])[CH:24]=4)[CH:17]=3)[N:12](S(C3C=CC(C)=CC=3)(=O)=O)[CH:11]=2)[CH:7]=[N:6]1.[OH-].[Li+], predict the reaction product. The product is: [F:1][C:2]1[CH:45]=[CH:44][C:43]([F:46])=[CH:42][C:3]=1[CH2:4][N:5]1[CH:9]=[C:8]([C:10]2[C:18]3[C:13](=[N:14][CH:15]=[C:16]([C:19]4[CH:20]=[CH:21][C:22]([O:30][CH3:31])=[C:23]([NH:25][S:26]([CH3:29])(=[O:28])=[O:27])[CH:24]=4)[CH:17]=3)[NH:12][CH:11]=2)[CH:7]=[N:6]1. (2) The product is: [C:1]([O:5][C:6]([N:8]([CH2:26][C:27]([O:29][C:30]([CH3:33])([CH3:32])[CH3:31])=[O:28])[C:9]1[CH:14]=[CH:13][CH:12]=[C:11]([CH:15]([CH2:46][C:45]2[CH:48]=[CH:49][C:42]([C:39]3([CH2:38][O:37][CH2:34][CH2:35][CH3:36])[CH2:41][CH2:40]3)=[CH:43][CH:44]=2)[NH:16][S:17]([C:20]2[CH:25]=[CH:24][CH:23]=[CH:22][N:21]=2)(=[O:19])=[O:18])[N:10]=1)=[O:7])([CH3:4])([CH3:3])[CH3:2]. Given the reactants [C:1]([O:5][C:6]([N:8]([CH2:26][C:27]([O:29][C:30]([CH3:33])([CH3:32])[CH3:31])=[O:28])[C:9]1[CH:14]=[CH:13][CH:12]=[C:11]([CH2:15][NH:16][S:17]([C:20]2[CH:25]=[CH:24][CH:23]=[CH:22][N:21]=2)(=[O:19])=[O:18])[N:10]=1)=[O:7])([CH3:4])([CH3:3])[CH3:2].[CH2:34]([O:37][CH2:38][C:39]1([C:42]2[CH:49]=[CH:48][C:45]([CH2:46]O)=[CH:44][CH:43]=2)[CH2:41][CH2:40]1)[CH2:35][CH3:36].C(P(CCCC)CCCC)CCC.CN(C)C(N=NC(N(C)C)=O)=O, predict the reaction product.